This data is from Full USPTO retrosynthesis dataset with 1.9M reactions from patents (1976-2016). The task is: Predict the reactants needed to synthesize the given product. (1) Given the product [F:10][C:11]1[C:16]([C:2]2[N:7]=[CH:6][N:5]=[C:4]([NH:8][CH3:9])[CH:3]=2)=[CH:15][CH:14]=[CH:13][N:12]=1, predict the reactants needed to synthesize it. The reactants are: Cl[C:2]1[N:7]=[CH:6][N:5]=[C:4]([NH:8][CH3:9])[CH:3]=1.[F:10][C:11]1[C:16](B(O)O)=[CH:15][CH:14]=[CH:13][N:12]=1.C([O-])(=O)C.[K+].C(O)CCC. (2) The reactants are: Cl[C:2]1[C:3]2[N:11]=[CH:10][CH:9]=[CH:8][C:4]=2[N:5]=[CH:6][N:7]=1.[CH2:12]([NH2:19])[C:13]1[CH:18]=[CH:17][CH:16]=[CH:15][CH:14]=1.Cl. Given the product [CH2:12]([NH:19][C:2]1[C:3]2[N:11]=[CH:10][CH:9]=[CH:8][C:4]=2[N:5]=[CH:6][N:7]=1)[C:13]1[CH:18]=[CH:17][CH:16]=[CH:15][CH:14]=1, predict the reactants needed to synthesize it. (3) Given the product [F:27][C:21]1[CH:22]=[CH:23][CH:24]=[C:25]([F:26])[C:20]=1[C:18]1[CH2:17][CH2:16][CH:15]([C:12]2[CH:11]=[CH:10][C:9]([C:6]3[CH:5]=[CH:4][C:3]([C:1]#[N:2])=[CH:8][CH:7]=3)=[CH:14][CH:13]=2)[N:28]=1, predict the reactants needed to synthesize it. The reactants are: [C:1]([C:3]1[CH:8]=[CH:7][C:6]([C:9]2[CH:14]=[CH:13][C:12]([CH:15]([NH:28]C(=O)C)[CH2:16][CH2:17][C:18]([C:20]3[C:25]([F:26])=[CH:24][CH:23]=[CH:22][C:21]=3[F:27])=O)=[CH:11][CH:10]=2)=[CH:5][CH:4]=1)#[N:2].FC(F)(F)C(O)=O. (4) Given the product [Cl:11][C:12]1[CH:13]=[CH:14][C:15]([C:18]2[CH:23]=[C:22]([C:24]([F:26])([F:25])[F:27])[N:21]=[C:20]([C:28]3[O:1][N:2]=[C:3]([C:5]4[CH:6]=[N:7][CH:8]=[CH:9][CH:10]=4)[N:4]=3)[N:19]=2)=[CH:16][CH:17]=1, predict the reactants needed to synthesize it. The reactants are: [OH:1][NH:2][C:3]([C:5]1[CH:6]=[N:7][CH:8]=[CH:9][CH:10]=1)=[NH:4].[Cl:11][C:12]1[CH:17]=[CH:16][C:15]([C:18]2[CH:23]=[C:22]([C:24]([F:27])([F:26])[F:25])[N:21]=[C:20]([C:28](O)=O)[N:19]=2)=[CH:14][CH:13]=1.